From a dataset of Peptide-MHC class II binding affinity with 134,281 pairs from IEDB. Regression. Given a peptide amino acid sequence and an MHC pseudo amino acid sequence, predict their binding affinity value. This is MHC class II binding data. (1) The peptide sequence is ALLPRAGAAAAAALP. The MHC is DRB3_0202 with pseudo-sequence DRB3_0202. The binding affinity (normalized) is 0.0511. (2) The peptide sequence is AVAANELGMLEKTKE. The MHC is DRB1_0404 with pseudo-sequence DRB1_0404. The binding affinity (normalized) is 0.474. (3) The peptide sequence is VIDWLVSNQSVRNRQEGLY. The MHC is DRB1_0401 with pseudo-sequence DRB1_0401. The binding affinity (normalized) is 0.848. (4) The peptide sequence is AHLAEENEGDNACKR. The MHC is HLA-DQA10201-DQB10402 with pseudo-sequence HLA-DQA10201-DQB10402. The binding affinity (normalized) is 0. (5) The peptide sequence is CEGSKASCVLKVDKP. The MHC is H-2-IAb with pseudo-sequence H-2-IAb. The binding affinity (normalized) is 0.329. (6) The peptide sequence is AAPGAGYTPATPAAP. The MHC is DRB1_0405 with pseudo-sequence DRB1_0405. The binding affinity (normalized) is 0.201. (7) The binding affinity (normalized) is 0.980. The peptide sequence is ELFVAAYVPYVAWLV. The MHC is DRB1_0401 with pseudo-sequence DRB1_0401.